Dataset: Reaction yield outcomes from USPTO patents with 853,638 reactions. Task: Predict the reaction yield, written as a fraction of the theoretical maximum amount of product (1.0 means a 100% yield; for example, 0.34 means a 34% yield). (1) The yield is 0.920. The product is [Cl:1][C:2]1[CH:7]=[CH:6][C:5]([CH2:8][S:9]([CH3:10])=[O:19])=[CH:4][N:3]=1. The catalyst is C(Cl)(Cl)Cl. The reactants are [Cl:1][C:2]1[CH:7]=[CH:6][C:5]([CH2:8][S:9][CH3:10])=[CH:4][N:3]=1.ClC1C=CC=C(C(OO)=[O:19])C=1.CO. (2) The product is [CH2:13]([C:17]1[N:18]=[C:19]([CH3:51])[N:20]([CH2:39][C:40]2[N:44]=[C:43]([C:45]3[CH:50]=[CH:49][CH:48]=[CH:47][CH:46]=3)[O:42][N:41]=2)[C:21](=[O:38])[C:22]=1[CH2:23][C:24]1[CH:25]=[CH:26][C:27]([C:30]2[CH:35]=[CH:34][CH:33]=[CH:32][C:31]=2[C:36]2[NH:3][C:4](=[O:7])[O:5][N:37]=2)=[CH:28][CH:29]=1)[CH2:14][CH2:15][CH3:16]. The catalyst is C(OCC)(=O)C. The reactants are [Cl-].O[NH3+:3].[C:4](=[O:7])([O-])[OH:5].[Na+].CS(C)=O.[CH2:13]([C:17]1[N:18]=[C:19]([CH3:51])[N:20]([CH2:39][C:40]2[N:44]=[C:43]([C:45]3[CH:50]=[CH:49][CH:48]=[CH:47][CH:46]=3)[O:42][N:41]=2)[C:21](=[O:38])[C:22]=1[CH2:23][C:24]1[CH:29]=[CH:28][C:27]([C:30]2[C:31]([C:36]#[N:37])=[CH:32][CH:33]=[CH:34][CH:35]=2)=[CH:26][CH:25]=1)[CH2:14][CH2:15][CH3:16]. The yield is 0.690. (3) The product is [C:1]([O:5][C:6]([N:8]1[CH2:12][CH2:11][C@@H:10]([O:13][C:38](=[O:39])[CH2:37][Cl:36])[C@H:9]1[CH2:14][N:15]1[C:23]2[CH:22]=[CH:21][C:20]([C:24]#[N:25])=[CH:19][C:18]=2[C:17]2[CH2:26][C@H:27]([NH:29][C:30]([O:32][CH:33]([CH3:35])[CH3:34])=[O:31])[CH2:28][C:16]1=2)=[O:7])([CH3:4])([CH3:3])[CH3:2]. The yield is 0.540. The reactants are [C:1]([O:5][C:6]([N:8]1[CH2:12][CH2:11][C@H:10]([OH:13])[C@H:9]1[CH2:14][N:15]1[C:23]2[CH:22]=[CH:21][C:20]([C:24]#[N:25])=[CH:19][C:18]=2[C:17]2[CH2:26][C@H:27]([NH:29][C:30]([O:32][CH:33]([CH3:35])[CH3:34])=[O:31])[CH2:28][C:16]1=2)=[O:7])([CH3:4])([CH3:3])[CH3:2].[Cl:36][CH2:37][C:38](O)=[O:39].C1(P(C2C=CC=CC=2)C2C=CC=CC=2)C=CC=CC=1.N(C(OCC)=O)=NC(OCC)=O. The catalyst is O1CCCC1.C(OCC)(=O)C. (4) The reactants are [NH2:1][C:2]1[C:7]([C:8]#[N:9])=[C:6]([Br:10])[N:5]=[C:4]([NH2:11])[CH:3]=1.[C:12](Cl)([CH3:14])=[O:13].O. The catalyst is N1C=CC=CC=1. The product is [NH2:1][C:2]1[C:7]([C:8]#[N:9])=[C:6]([Br:10])[N:5]=[C:4]([NH:11][C:12](=[O:13])[CH3:14])[CH:3]=1. The yield is 0.830. (5) The reactants are [CH:1]([C:3]1[N:8]=[N:7][C:6]2[O:9][CH2:10][CH2:11][S:12][C:5]=2[CH:4]=1)=C.I([O-])(=O)(=O)=[O:14].[Na+]. The catalyst is O1CCOCC1.O.[Os](=O)(=O)(=O)=O. The product is [N:7]1[C:6]2[O:9][CH2:10][CH2:11][S:12][C:5]=2[CH:4]=[C:3]([CH:1]=[O:14])[N:8]=1. The yield is 0.360. (6) The reactants are [Br:1][C:2]1[CH:7]=[CH:6][C:5]([N:8]2[CH:12]=[C:11]([C:13](=O)[CH2:14][C:15](=[O:20])[C:16]([F:19])([F:18])[F:17])[N:10]=[C:9]2[C:22]2[CH:27]=[CH:26][CH:25]=[CH:24][C:23]=2[Cl:28])=[C:4]([Cl:29])[CH:3]=1.Cl.[NH2:31]O. The catalyst is CO. The product is [Br:1][C:2]1[CH:7]=[CH:6][C:5]([N:8]2[CH:12]=[C:11]([C:13]3[CH:14]=[C:15]([C:16]([F:18])([F:19])[F:17])[O:20][N:31]=3)[N:10]=[C:9]2[C:22]2[CH:27]=[CH:26][CH:25]=[CH:24][C:23]=2[Cl:28])=[C:4]([Cl:29])[CH:3]=1. The yield is 0.860. (7) The reactants are [I:1][C:2]1[CH:10]=[C:9]2[C:5]([CH2:6][CH2:7][CH2:8]2)=[CH:4][C:3]=1[C:11]#N.CC(C[AlH]CC(C)C)C.C1(C)C=CC=CC=1.Cl.CC[O:32]CC. The catalyst is ClCCl. The product is [I:1][C:2]1[CH:10]=[C:9]2[C:5]([CH2:6][CH2:7][CH2:8]2)=[CH:4][C:3]=1[CH:11]=[O:32]. The yield is 0.730.